From a dataset of Forward reaction prediction with 1.9M reactions from USPTO patents (1976-2016). Predict the product of the given reaction. (1) Given the reactants [C:1]([O:5][C:6]([N:8]1[CH2:14][CH2:13][C:12]2[CH:15]=[C:16]([OH:19])[CH:17]=[CH:18][C:11]=2[CH2:10][CH2:9]1)=[O:7])([CH3:4])([CH3:3])[CH3:2].C(=O)([O-])[O-].[K+].[K+].[I-].[K+].[CH2:28](Br)[C:29]1[CH:34]=[CH:33][CH:32]=[CH:31][CH:30]=1, predict the reaction product. The product is: [C:1]([O:5][C:6]([N:8]1[CH2:14][CH2:13][C:12]2[CH:15]=[C:16]([O:19][CH2:28][C:29]3[CH:34]=[CH:33][CH:32]=[CH:31][CH:30]=3)[CH:17]=[CH:18][C:11]=2[CH2:10][CH2:9]1)=[O:7])([CH3:4])([CH3:2])[CH3:3]. (2) Given the reactants [CH3:1][C:2]1([C:9]2[CH:14]=[CH:13][C:12]([O:15][CH:16]([CH3:18])[CH3:17])=[CH:11][CH:10]=2)[NH:6][C:5](=[O:7])[NH:4][C:3]1=[O:8].C1(P(C2C=CC=CC=2)C2C=CC=CC=2)C=CC=CC=1.N(C(OCC)=O)=NC([O-])=O.[F:48][C:49]([F:76])([F:75])[C:50]([C:59]1[CH:64]=[CH:63][C:62]([O:65][CH2:66][CH2:67][CH2:68][CH:69](O)[CH3:70])=[C:61]([CH2:72][CH2:73][CH3:74])[CH:60]=1)([O:55]COC)[C:51]([F:54])([F:53])[F:52], predict the reaction product. The product is: [F:48][C:49]([F:75])([F:76])[C:50]([C:59]1[CH:64]=[CH:63][C:62]([O:65][CH2:66][CH2:67][CH2:68][CH:69]([N:4]2[C:3](=[O:8])[C:2]([CH3:1])([C:9]3[CH:14]=[CH:13][C:12]([O:15][CH:16]([CH3:18])[CH3:17])=[CH:11][CH:10]=3)[NH:6][C:5]2=[O:7])[CH3:70])=[C:61]([CH2:72][CH2:73][CH3:74])[CH:60]=1)([OH:55])[C:51]([F:52])([F:54])[F:53]. (3) Given the reactants [OH-].[Na+].[CH3:3][C:4]([C:6]1[CH:11]=[CH:10][C:9]([Br:12])=[CH:8][CH:7]=1)=O.[CH:13](=[O:20])[C:14]1[CH:19]=[CH:18][CH:17]=[CH:16][CH:15]=1.C(C1C=CC=CC=1)(=O)C, predict the reaction product. The product is: [Br:12][C:9]1[CH:10]=[CH:11][C:6]([CH:4]=[CH:3][C:13]([C:14]2[CH:19]=[CH:18][CH:17]=[CH:16][CH:15]=2)=[O:20])=[CH:7][CH:8]=1. (4) Given the reactants [CH2:1]([C@@H:8]1[CH2:12][O:11][C:10](=[O:13])[N:9]1[C:14](=[O:27])[C@@H:15]([C:20]1[CH:25]=[CH:24][C:23]([F:26])=[CH:22][CH:21]=1)[CH2:16][C:17]([OH:19])=O)[C:2]1[CH:7]=[CH:6][CH:5]=[CH:4][CH:3]=1.C1C=CC2N(O)N=NC=2C=1.CN(C(ON1N=NC2C=CC=CC1=2)=[N+](C)C)C.F[P-](F)(F)(F)(F)F.[F:62][C:63]1[C:64]([O:82][CH3:83])=[C:65]([O:80][CH3:81])[CH:66]=[C:67]2[C:72]=1[N:71]=[C:70]([N:73]1[CH2:78][CH2:77][NH:76][CH2:75][CH2:74]1)[N:69]=[C:68]2[NH2:79].C(N(CC)CC)C, predict the reaction product. The product is: [NH2:79][C:68]1[C:67]2[C:72](=[C:63]([F:62])[C:64]([O:82][CH3:83])=[C:65]([O:80][CH3:81])[CH:66]=2)[N:71]=[C:70]([N:73]2[CH2:74][CH2:75][N:76]([C:17](=[O:19])[CH2:16][C@H:15]([C:20]3[CH:25]=[CH:24][C:23]([F:26])=[CH:22][CH:21]=3)[C:14]([N:9]3[C@H:8]([CH2:1][C:2]4[CH:3]=[CH:4][CH:5]=[CH:6][CH:7]=4)[CH2:12][O:11][C:10]3=[O:13])=[O:27])[CH2:77][CH2:78]2)[N:69]=1.